This data is from Full USPTO retrosynthesis dataset with 1.9M reactions from patents (1976-2016). The task is: Predict the reactants needed to synthesize the given product. (1) Given the product [CH2:1]([C:3]1[C:10]([C:11]2[N:15]=[C:14]([C:16]3[CH:21]=[CH:20][C:19]([O:22][CH:23]([CH3:24])[CH3:25])=[C:18]([C:26]([F:28])([F:29])[F:27])[CH:17]=3)[S:13][N:12]=2)=[CH:9][CH:8]=[CH:7][C:4]=1[CH2:5][N:36]1[CH2:37][CH:38]([C:40]([OH:42])=[O:41])[CH2:39]1)[CH3:2], predict the reactants needed to synthesize it. The reactants are: [CH2:1]([C:3]1[C:10]([C:11]2[N:15]=[C:14]([C:16]3[CH:21]=[CH:20][C:19]([O:22][CH:23]([CH3:25])[CH3:24])=[C:18]([C:26]([F:29])([F:28])[F:27])[CH:17]=3)[S:13][N:12]=2)=[CH:9][CH:8]=[CH:7][C:4]=1[CH:5]=O)[CH3:2].C([O-])(=O)C.[Na+].Cl.[NH:36]1[CH2:39][CH:38]([C:40]([O:42]C)=[O:41])[CH2:37]1.C(O[BH-](OC(=O)C)OC(=O)C)(=O)C.[Na+]. (2) Given the product [Br:38][CH2:29][CH2:28][CH2:27][O:26][C:23]1[CH:24]=[CH:25][C:20]([C:31]2[CH:36]=[CH:35][CH:34]=[CH:33][CH:32]=2)=[CH:21][CH:22]=1, predict the reactants needed to synthesize it. The reactants are: C1(P(C2C=CC=CC=2)C2C=CC=CC=2)C=CC=CC=1.[C:20]1([C:31]2[CH:36]=[CH:35][CH:34]=[CH:33][CH:32]=2)[CH:25]=[CH:24][C:23]([O:26][CH2:27][CH2:28][CH2:29]O)=[CH:22][CH:21]=1.C(Br)(Br)(Br)[Br:38].